This data is from P-glycoprotein inhibition data for predicting drug efflux from Broccatelli et al.. The task is: Regression/Classification. Given a drug SMILES string, predict its absorption, distribution, metabolism, or excretion properties. Task type varies by dataset: regression for continuous measurements (e.g., permeability, clearance, half-life) or binary classification for categorical outcomes (e.g., BBB penetration, CYP inhibition). Dataset: pgp_broccatelli. (1) The drug is COc1cc(-c2oc3cc(O)cc(O)c3c(=O)c2O)cc(OC)c1OC. The result is 1 (inhibitor). (2) The compound is CC1(C)CN=C(NN=C(/C=C/c2ccc(C(F)(F)F)cc2)/C=C/c2ccc(C(F)(F)F)cc2)NC1. The result is 1 (inhibitor). (3) The compound is CC(=O)OCC1=C(C(=O)O)N2C(=O)[C@H](NC(=O)CSc3ccncc3)[C@H]2SC1. The result is 0 (non-inhibitor). (4) The molecule is CC(=O)Oc1cc2oc(-c3ccccc3)cc(=O)c2c(O)c1OC(C)=O. The result is 1 (inhibitor). (5) The drug is CCCCCCC[C@H]1OC(=O)C[C@@H](OCOC)[C@H](Cc2ccccc2)N(C)C(=O)[C@H](C(C)C)OC(=O)[C@H]1C. The result is 1 (inhibitor).